From a dataset of TCR-epitope binding with 47,182 pairs between 192 epitopes and 23,139 TCRs. Binary Classification. Given a T-cell receptor sequence (or CDR3 region) and an epitope sequence, predict whether binding occurs between them. (1) The epitope is QARQMVQAMRTIGTHP. The TCR CDR3 sequence is CASSLGETQYF. Result: 0 (the TCR does not bind to the epitope). (2) The epitope is AYAQKIFKI. The TCR CDR3 sequence is CASSPDRADEQFF. Result: 0 (the TCR does not bind to the epitope).